Dataset: Forward reaction prediction with 1.9M reactions from USPTO patents (1976-2016). Task: Predict the product of the given reaction. (1) Given the reactants [NH2:1][C:2]1[CH:11]=[CH:10][C:9]([N:12]([CH2:20][CH2:21][N:22]([C:26]([O:28][C:29]([CH3:32])([CH3:31])[CH3:30])=[O:27])[CH2:23][CH2:24][OH:25])[C:13](=[O:19])[O:14][C:15]([CH3:18])([CH3:17])[CH3:16])=[C:8]2[C:3]=1[CH:4]=[CH:5][CH:6]=[N:7]2.[C:33]12([CH2:43][C:44](O)=[O:45])[CH2:42][CH:37]3[CH2:38][CH:39]([CH2:41][CH:35]([CH2:36]3)[CH2:34]1)[CH2:40]2.F[P-](F)(F)(F)(F)F.Br[P+](N1CCCC1)(N1CCCC1)N1CCCC1.C(N(CC)CC)C, predict the reaction product. The product is: [C:33]12([CH2:43][C:44]([NH:1][C:2]3[CH:11]=[CH:10][C:9]([N:12]([CH2:20][CH2:21][N:22]([C:26]([O:28][C:29]([CH3:32])([CH3:31])[CH3:30])=[O:27])[CH2:23][CH2:24][OH:25])[C:13](=[O:19])[O:14][C:15]([CH3:18])([CH3:17])[CH3:16])=[C:8]4[C:3]=3[CH:4]=[CH:5][CH:6]=[N:7]4)=[O:45])[CH2:40][CH:39]3[CH2:38][CH:37]([CH2:36][CH:35]([CH2:41]3)[CH2:34]1)[CH2:42]2. (2) Given the reactants [NH2:1][C:2]1[CH:9]=[C:8]([O:10][CH3:11])[CH:7]=[C:6]([O:12][CH3:13])[C:3]=1[C:4]#[N:5].CS(O)(=O)=[O:16].ClCCl.Cl, predict the reaction product. The product is: [NH2:1][C:2]1[CH:9]=[C:8]([O:10][CH3:11])[CH:7]=[C:6]([O:12][CH3:13])[C:3]=1[C:4]([NH2:5])=[O:16].